This data is from Catalyst prediction with 721,799 reactions and 888 catalyst types from USPTO. The task is: Predict which catalyst facilitates the given reaction. Reactant: [Br:1][C:2]1[CH:7]=[CH:6][C:5]([S:8][C:9]2[C:17]3[C:16](=[O:18])[CH2:15][C:14]([CH3:20])([CH3:19])[CH2:13][C:12]=3[N:11]([CH2:21][C:22]([O:24][CH2:25][CH3:26])=[O:23])[C:10]=2[CH3:27])=[C:4]([S:28](Cl)(=[O:30])=[O:29])[CH:3]=1.[NH:32]1[CH2:36][CH2:35][CH2:34][CH2:33]1. Product: [Br:1][C:2]1[CH:7]=[CH:6][C:5]([S:8][C:9]2[C:17]3[C:16](=[O:18])[CH2:15][C:14]([CH3:20])([CH3:19])[CH2:13][C:12]=3[N:11]([CH2:21][C:22]([O:24][CH2:25][CH3:26])=[O:23])[C:10]=2[CH3:27])=[C:4]([S:28]([N:32]2[CH2:36][CH2:35][CH2:34][CH2:33]2)(=[O:30])=[O:29])[CH:3]=1. The catalyst class is: 4.